This data is from Forward reaction prediction with 1.9M reactions from USPTO patents (1976-2016). The task is: Predict the product of the given reaction. (1) Given the reactants [CH3:1][C:2]1([CH3:10])[CH2:6][C:5]([CH3:8])([CH3:7])[CH2:4][C:3]1=O.[NH:11]1[CH2:15][CH2:14][CH2:13][CH2:12]1.C1(C)C=CC=CC=1, predict the reaction product. The product is: [CH3:7][C:5]1([CH3:8])[CH2:6][C:2]([CH3:1])([CH3:10])[C:3]([N:11]2[CH2:15][CH2:14][CH2:13][CH2:12]2)=[CH:4]1. (2) Given the reactants [C:1]1([OH:21])[C:2]([C:11]2[CH:20]=[CH:19][C:18]3[CH2:17][CH2:16][CH2:15][CH2:14][C:13]=3[CH:12]=2)=[CH:3][CH:4]=[C:5]2[C:10]=1[CH2:9][CH2:8][CH2:7][CH2:6]2.[CH:22]1[CH2:26][CH2:25][CH2:24][CH:23]=1, predict the reaction product. The product is: [CH:22]1([C:3]2[CH:4]=[C:5]3[C:10]([CH2:9][CH2:8][CH2:7][CH2:6]3)=[C:1]([OH:21])[C:2]=2[C:11]2[C:20]([CH:22]3[CH2:26][CH2:25][CH2:24][CH2:23]3)=[CH:19][C:18]3[CH2:17][CH2:16][CH2:15][CH2:14][C:13]=3[CH:12]=2)[CH2:26][CH2:25][CH2:24][CH2:23]1. (3) Given the reactants [CH3:1][CH:2]([CH2:4][N:5]([S:29]([C:32]1[CH:33]=[CH:34][C:35]([NH2:38])=[CH:36][CH:37]=1)(=[O:31])=[O:30])[CH2:6][C@@H:7]([OH:28])[C@@H:8]([NH:16][C:17]([O:19][C@@H:20]1[C@@H:24]2[CH2:25][CH2:26][O:27][C@@H:23]2[O:22][CH2:21]1)=[O:18])[CH2:9][C:10]1[CH:11]=[CH:12][CH:13]=[CH:14][CH:15]=1)[CH3:3].C([O-])(C)C, predict the reaction product. The product is: [CH3:3][CH:2]([CH2:4][N:5]([S:29]([C:32]1[CH:37]=[CH:36][C:35]([NH2:38])=[CH:34][CH:33]=1)(=[O:31])=[O:30])[CH2:6][C@@H:7]([OH:28])[C@@H:8]([NH:16][C:17]([O:19][C@@H:20]1[C@@H:24]2[CH2:25][CH2:26][O:27][C@@H:23]2[O:22][CH2:21]1)=[O:18])[CH2:9][C:10]1[CH:15]=[CH:14][CH:13]=[CH:12][CH:11]=1)[CH3:1]. (4) Given the reactants [Cl:1][C:2]1[CH:7]=[CH:6][CH:5]=[CH:4][C:3]=1[N:8]1[C:12]([C:13]2[CH:18]=[CH:17][C:16]([S:19]([CH3:22])(=[O:21])=[O:20])=[CH:15][N:14]=2)=[N:11][N:10]=[C:9]1[C:23]([F:40])=[C:24]([F:39])[C:25]([NH:27][NH:28][C:29](=[O:38])[C:30]1[CH:35]=[CH:34][C:33]([C:36]#[N:37])=[CH:32][CH:31]=1)=O.C1(P(C2C=CC=CC=2)C2C=CC=CC=2)C=CC=CC=1.C(Br)(Br)(Br)Br.C(N(CC)CC)C, predict the reaction product. The product is: [Cl:1][C:2]1[CH:7]=[CH:6][CH:5]=[CH:4][C:3]=1[N:8]1[C:12]([C:13]2[CH:18]=[CH:17][C:16]([S:19]([CH3:22])(=[O:21])=[O:20])=[CH:15][N:14]=2)=[N:11][N:10]=[C:9]1[C:23]([F:40])=[C:24]([C:25]1[O:38][C:29]([C:30]2[CH:31]=[CH:32][C:33]([C:36]#[N:37])=[CH:34][CH:35]=2)=[N:28][N:27]=1)[F:39]. (5) The product is: [C:1]([O:5][C:6](=[O:26])[NH:7][C@H:8]([C:11](=[O:25])[NH:12][CH:13]1[C:19](=[O:20])[N:18]([CH2:38][C:34]2[C:35]3[C:30](=[CH:29][C:28]([Br:27])=[CH:37][CH:36]=3)[CH:31]=[CH:32][C:33]=2[O:40][CH3:41])[C:17]2[CH:21]=[CH:22][CH:23]=[CH:24][C:16]=2[CH2:15][CH2:14]1)[CH2:9][CH3:10])([CH3:2])([CH3:3])[CH3:4]. Given the reactants [C:1]([O:5][C:6](=[O:26])[NH:7][C@H:8]([C:11](=[O:25])[NH:12][CH:13]1[C:19](=[O:20])[NH:18][C:17]2[CH:21]=[CH:22][CH:23]=[CH:24][C:16]=2[CH2:15][CH2:14]1)[CH2:9][CH3:10])([CH3:4])([CH3:3])[CH3:2].[Br:27][C:28]1[CH:29]=[C:30]2[C:35](=[CH:36][CH:37]=1)[C:34]([CH2:38]Cl)=[C:33]([O:40][CH3:41])[CH:32]=[CH:31]2.[Na+].[I-].C([O-])([O-])=O.[Cs+].[Cs+], predict the reaction product.